Predict the reaction yield, written as a fraction of the theoretical maximum amount of product (1.0 means a 100% yield; for example, 0.34 means a 34% yield). From a dataset of Reaction yield outcomes from USPTO patents with 853,638 reactions. The reactants are [CH3:1][O:2][C:3]1[CH:4]=[C:5]2[C:10](=[CH:11][C:12]=1[O:13][CH3:14])[N:9]=[CH:8][N:7]=[C:6]2[O:15][C:16]1[CH:22]=[CH:21][C:19]([NH2:20])=[CH:18][CH:17]=1.C1(C)C=CC=CC=1.C(N(CC)CC)C.Cl[C:38](Cl)([O:40]C(=O)OC(Cl)(Cl)Cl)Cl.[Cl:49][C:50]1[CH:58]=[CH:57][CH:56]=[CH:55][C:51]=1[CH:52]([OH:54])[CH3:53]. The catalyst is C(Cl)Cl. The product is [CH3:1][O:2][C:3]1[CH:4]=[C:5]2[C:10](=[CH:11][C:12]=1[O:13][CH3:14])[N:9]=[CH:8][N:7]=[C:6]2[O:15][C:16]1[CH:22]=[CH:21][C:19]([NH:20][C:38](=[O:40])[O:54][CH:52]([C:51]2[CH:55]=[CH:56][CH:57]=[CH:58][C:50]=2[Cl:49])[CH3:53])=[CH:18][CH:17]=1. The yield is 0.480.